The task is: Predict the reactants needed to synthesize the given product.. This data is from Full USPTO retrosynthesis dataset with 1.9M reactions from patents (1976-2016). Given the product [F:1][C:2]1[CH:7]=[CH:6][CH:5]=[CH:4][C:3]=1[N:8]1[C:12]([C:13]2[CH:18]=[CH:17][N:16]=[CH:15][CH:14]=2)=[C:11]([C:19]2[O:20][N:25]=[C:26]([C:27]3[CH:32]=[CH:31][C:30]([O:33][CH3:34])=[N:29][CH:28]=3)[N:35]=2)[N:10]=[N:9]1, predict the reactants needed to synthesize it. The reactants are: [F:1][C:2]1[CH:7]=[CH:6][CH:5]=[CH:4][C:3]=1[N:8]1[C:12]([C:13]2[CH:18]=[CH:17][N:16]=[CH:15][CH:14]=2)=[C:11]([C:19](OCC)=[O:20])[N:10]=[N:9]1.O[N:25]=[C:26]([NH2:35])[C:27]1[CH:32]=[CH:31][C:30]([O:33][CH3:34])=[N:29][CH:28]=1.